From a dataset of Catalyst prediction with 721,799 reactions and 888 catalyst types from USPTO. Predict which catalyst facilitates the given reaction. (1) Product: [CH2:1]([C:5]1([CH3:22])[C:14]2[C:9](=[CH:10][CH:11]=[CH:12][CH:13]=2)[C:8]([OH:15])=[CH:7][C:6]1=[O:21])[CH2:2][CH2:3][CH3:4]. The catalyst class is: 12. Reactant: [CH2:1]([C:5]1([CH3:22])[C:14]2[C:9](=[CH:10][CH:11]=[CH:12][CH:13]=2)[C:8]([OH:15])=[C:7](C(OCC)=O)[C:6]1=[O:21])[CH2:2][CH2:3][CH3:4].Cl. (2) Reactant: [CH2:1]([N:8]1[CH2:13][CH2:12][C:11]([NH:16][C:17]2[CH:22]=[CH:21][C:20]([Cl:23])=[CH:19][CH:18]=2)([C:14]#[N:15])[CH2:10][CH2:9]1)[C:2]1[CH:7]=[CH:6][CH:5]=[CH:4][CH:3]=1.[OH-:24].[NH4+]. Product: [CH2:1]([N:8]1[CH2:9][CH2:10][C:11]([NH:16][C:17]2[CH:18]=[CH:19][C:20]([Cl:23])=[CH:21][CH:22]=2)([C:14]([NH2:15])=[O:24])[CH2:12][CH2:13]1)[C:2]1[CH:3]=[CH:4][CH:5]=[CH:6][CH:7]=1. The catalyst class is: 65. (3) Reactant: [Cl:1][C:2]1[CH:7]=[CH:6][C:5]([C:8]2(O)[C:16]3[C:11](=[CH:12][CH:13]=[CH:14][CH:15]=3)[C:10](=[O:17])[N:9]2[CH2:18][C:19]2[CH:24]=[CH:23][C:22]([N+:25]([O-:27])=[O:26])=[CH:21][CH:20]=2)=[CH:4][CH:3]=1.S(Cl)([Cl:31])=O. Product: [Cl:31][C:8]1([C:5]2[CH:6]=[CH:7][C:2]([Cl:1])=[CH:3][CH:4]=2)[C:16]2[C:11](=[CH:12][CH:13]=[CH:14][CH:15]=2)[C:10](=[O:17])[N:9]1[CH2:18][C:19]1[CH:24]=[CH:23][C:22]([N+:25]([O-:27])=[O:26])=[CH:21][CH:20]=1. The catalyst class is: 3. (4) Reactant: [CH3:1][N:2]1[C:7](=[O:8])[CH:6]=[C:5]([C:9]2[CH:14]=[CH:13][N:12]=[CH:11][N:10]=2)[N:4]=[C:3]1[N:15]1[CH2:20][CH2:19][NH:18][CH2:17][C@H:16]1[CH3:21].C(=O)([O-])[O-].[K+].[K+].Br[CH2:29][C:30]1[CH:35]=[CH:34][C:33]([C:36]2[N:40]=[C:39]([CH3:41])[O:38][N:37]=2)=[CH:32][CH:31]=1. Product: [CH3:1][N:2]1[C:7](=[O:8])[CH:6]=[C:5]([C:9]2[CH:14]=[CH:13][N:12]=[CH:11][N:10]=2)[N:4]=[C:3]1[N:15]1[CH2:20][CH2:19][N:18]([CH2:29][C:30]2[CH:31]=[CH:32][C:33]([C:36]3[N:40]=[C:39]([CH3:41])[O:38][N:37]=3)=[CH:34][CH:35]=2)[CH2:17][C@H:16]1[CH3:21]. The catalyst class is: 9. (5) Reactant: CN(C(ON1N=NC2C=CC=NC1=2)=[N+](C)C)C.F[P-](F)(F)(F)(F)F.[NH2:25][C:26]1[C:27]([C:36]([OH:38])=O)=[CH:28][C:29]2[C:34]([CH:35]=1)=[CH:33][CH:32]=[CH:31][CH:30]=2.Cl.[NH2:40][C@@H:41]([CH:46]1[CH2:50][CH2:49][CH2:48][CH2:47]1)[C:42]([O:44][CH3:45])=[O:43].C(N(CC)C(C)C)(C)C.C([O-])(O)=O.[Na+]. Product: [NH2:25][C:26]1[C:27]([C:36]([NH:40][C@@H:41]([CH:46]2[CH2:50][CH2:49][CH2:48][CH2:47]2)[C:42]([O:44][CH3:45])=[O:43])=[O:38])=[CH:28][C:29]2[C:34]([CH:35]=1)=[CH:33][CH:32]=[CH:31][CH:30]=2. The catalyst class is: 39. (6) Reactant: [CH3:1][Si](C=[N+]=[N-])(C)C.[NH2:8][C:9]1[CH:17]=[CH:16][C:12]([C:13]([OH:15])=[O:14])=[CH:11][N:10]=1.C(Cl)(Cl)Cl.CO. Product: [NH2:8][C:9]1[CH:17]=[CH:16][C:12]([C:13]([O:15][CH3:1])=[O:14])=[CH:11][N:10]=1. The catalyst class is: 244. (7) Reactant: [CH3:1][C:2]1[CH:7]=[CH:6][CH:5]=[CH:4][C:3]=1[C:8]1[C:17]2[C:12](=[CH:13][CH:14]=[C:15]([NH:18][C:19](=O)OC(C)(C)C)[CH:16]=2)[N:11]=[C:10]([N:26]2[CH2:31][CH2:30][O:29][CH2:28][CH2:27]2)[CH:9]=1.[H-].[H-].[H-].[H-].[Li+].[Al+3]. Product: [CH3:19][NH:18][C:15]1[CH:16]=[C:17]2[C:12](=[CH:13][CH:14]=1)[N:11]=[C:10]([N:26]1[CH2:31][CH2:30][O:29][CH2:28][CH2:27]1)[CH:9]=[C:8]2[C:3]1[CH:4]=[CH:5][CH:6]=[CH:7][C:2]=1[CH3:1]. The catalyst class is: 1. (8) Reactant: [NH2:1][CH2:2][C@@H:3]([OH:5])[CH3:4].[CH:6](=O)[C:7]1[CH:12]=[CH:11][C:10]([O:13][CH3:14])=[CH:9][CH:8]=1.C(O)(=O)C.C(O[BH-](OC(=O)C)OC(=O)C)(=O)C.[Na+]. Product: [NH3:1].[CH3:14][O:13][C:10]1[CH:11]=[CH:12][C:7]([CH2:6][NH:1][CH2:2][C@@H:3]([OH:5])[CH3:4])=[CH:8][CH:9]=1. The catalyst class is: 5. (9) Reactant: [CH3:1][C:2]1[CH:7]=[CH:6][N:5]=[CH:4][C:3]=1[N:8]1[CH2:12][CH2:11][NH:10][C:9]1=[O:13].Br[C:15]1[CH:20]=[CH:19][C:18]([Cl:21])=[C:17]([F:22])[CH:16]=1.N[C@@H]1CCCC[C@H]1N.P([O-])([O-])([O-])=O.[K+].[K+].[K+]. Product: [Cl:21][C:18]1[CH:19]=[CH:20][C:15]([N:10]2[CH2:11][CH2:12][N:8]([C:3]3[CH:4]=[N:5][CH:6]=[CH:7][C:2]=3[CH3:1])[C:9]2=[O:13])=[CH:16][C:17]=1[F:22]. The catalyst class is: 246. (10) Reactant: [Cl:1][C:2]1[CH:7]=[CH:6][CH:5]=[CH:4][C:3]=1[C:8]1[C:16]2[C:11](=[N:12][C:13]([O:26][C:27]3[CH:32]=[CH:31][C:30]([F:33])=[CH:29][C:28]=3[F:34])=[N:14][C:15]=2[O:17][CH2:18][C@H:19]2[CH2:23][O:22]C(C)(C)[O:20]2)[NH:10][N:9]=1.Cl. Product: [Cl:1][C:2]1[CH:7]=[CH:6][CH:5]=[CH:4][C:3]=1[C:8]1[C:16]2[C:11](=[N:12][C:13]([O:26][C:27]3[CH:32]=[CH:31][C:30]([F:33])=[CH:29][C:28]=3[F:34])=[N:14][C:15]=2[O:17][CH2:18][C@@H:19]([OH:20])[CH2:23][OH:22])[NH:10][N:9]=1. The catalyst class is: 12.